From a dataset of Peptide-MHC class II binding affinity with 134,281 pairs from IEDB. Regression. Given a peptide amino acid sequence and an MHC pseudo amino acid sequence, predict their binding affinity value. This is MHC class II binding data. (1) The binding affinity (normalized) is 0.413. The MHC is DRB1_1201 with pseudo-sequence DRB1_1201. The peptide sequence is VDIMVRDGQLTIKAE. (2) The peptide sequence is MRSPVFTDNSSPPVV. The MHC is DRB1_0401 with pseudo-sequence DRB1_0401. The binding affinity (normalized) is 0.358. (3) The peptide sequence is EDINVGFKAAVAAAA. The MHC is DRB3_0101 with pseudo-sequence DRB3_0101. The binding affinity (normalized) is 0.0699.